This data is from Full USPTO retrosynthesis dataset with 1.9M reactions from patents (1976-2016). The task is: Predict the reactants needed to synthesize the given product. (1) Given the product [NH2:2][C@H:3]([C:8]([OH:10])=[O:9])[CH2:4][CH2:5][CH2:6][NH2:7], predict the reactants needed to synthesize it. The reactants are: Cl.[NH2:2][C@H:3]([C:8]([OH:10])=[O:9])[CH2:4][CH2:5][CH2:6][NH2:7].C(=O)([O-])[O-].[Ca+2]. (2) Given the product [CH3:1][CH:2]1[N:7]([CH2:25][C:24]2[CH:27]=[CH:28][C:21]([C:15]3[CH:16]=[CH:17][CH:18]=[CH:19][CH:20]=3)=[CH:22][CH:23]=2)[CH2:6][CH2:5][N:4]([C:8]([O:10][C:11]([CH3:13])([CH3:12])[CH3:14])=[O:9])[CH2:3]1, predict the reactants needed to synthesize it. The reactants are: [CH3:1][CH:2]1[NH:7][CH2:6][CH2:5][N:4]([C:8]([O:10][C:11]([CH3:14])([CH3:13])[CH3:12])=[O:9])[CH2:3]1.[C:15]1([C:21]2[CH:28]=[CH:27][C:24]([CH:25]=O)=[CH:23][CH:22]=2)[CH:20]=[CH:19][CH:18]=[CH:17][CH:16]=1.C(O[BH-](OC(=O)C)OC(=O)C)(=O)C.[Na+].ClCCCl.